Dataset: Full USPTO retrosynthesis dataset with 1.9M reactions from patents (1976-2016). Task: Predict the reactants needed to synthesize the given product. Given the product [F:23][C:22]1[C:17]([C:13]2[CH:14]=[CH:15][CH:16]=[C:11]([N:9]3[CH:10]=[C:6]([C:4]([C:28]4[O:27][CH:31]=[CH:30][CH:29]=4)=[O:5])[N:7]=[CH:8]3)[CH:12]=2)=[C:18]([O:24][CH3:25])[CH:19]=[CH:20][CH:21]=1, predict the reactants needed to synthesize it. The reactants are: CON(C)[C:4]([C:6]1[N:7]=[CH:8][N:9]([C:11]2[CH:12]=[C:13]([C:17]3[C:22]([F:23])=[CH:21][CH:20]=[CH:19][C:18]=3[O:24][CH3:25])[CH:14]=[CH:15][CH:16]=2)[CH:10]=1)=[O:5].[O:27]1[CH:31]=[CH:30][CH:29]=[CH:28]1.